From a dataset of Peptide-MHC class I binding affinity with 185,985 pairs from IEDB/IMGT. Regression. Given a peptide amino acid sequence and an MHC pseudo amino acid sequence, predict their binding affinity value. This is MHC class I binding data. (1) The peptide sequence is KARNIISPV. The MHC is HLA-B27:03 with pseudo-sequence HLA-B27:03. The binding affinity (normalized) is 0.0847. (2) The peptide sequence is YEFLQPILL. The binding affinity (normalized) is 0. The MHC is Mamu-A2201 with pseudo-sequence Mamu-A2201. (3) The peptide sequence is WEQWWTDYWQV. The MHC is Mamu-A11 with pseudo-sequence Mamu-A11. The binding affinity (normalized) is 0.661.